From a dataset of Reaction yield outcomes from USPTO patents with 853,638 reactions. Predict the reaction yield, written as a fraction of the theoretical maximum amount of product (1.0 means a 100% yield; for example, 0.34 means a 34% yield). The reactants are [Li]CCCC.[CH3:6][C:7]1[N:8]([C:13]2[CH:18]=[C:17]([CH3:19])[CH:16]=[C:15]([CH2:20]CC3C=CC=C(I)C=3)[N:14]=2)[C:9]([CH3:12])=[CH:10][CH:11]=1.[Br:29][C:30]1[CH:31]=[N:32][CH:33]=[C:34]([CH:36]=[CH:37][N+:38]([O-:40])=[O:39])[CH:35]=1. No catalyst specified. The product is [Br:29][C:30]1[CH:35]=[C:34]([CH:36]([CH2:37][N+:38]([O-:40])=[O:39])[CH2:20][C:15]2[CH:16]=[C:17]([CH3:19])[CH:18]=[C:13]([N:8]3[C:9]([CH3:12])=[CH:10][CH:11]=[C:7]3[CH3:6])[N:14]=2)[CH:33]=[N:32][CH:31]=1. The yield is 0.510.